Predict the reaction yield, written as a fraction of the theoretical maximum amount of product (1.0 means a 100% yield; for example, 0.34 means a 34% yield). From a dataset of Reaction yield outcomes from USPTO patents with 853,638 reactions. (1) The reactants are Cl[C:2]1[CH:40]=[CH:39][C:5]([C:6]([NH:8][C:9]2[N:10]=[C:11]3[CH:16]=[CH:15][C:14]([O:17][C:18]4[CH:23]=[CH:22][CH:21]=[C:20]([NH:24][C:25](=[O:37])[C:26]5[CH:31]=[CH:30][CH:29]=[C:28]([C:32]6([C:35]#[N:36])[CH2:34][CH2:33]6)[CH:27]=5)[CH:19]=4)=[N:13][N:12]3[CH:38]=2)=[O:7])=[CH:4][N:3]=1.C(=O)([O-])O.[Na+].[CH3:46][N:47](C)C=O. The catalyst is C1C=CC(/C=C/C(/C=C/C2C=CC=CC=2)=O)=CC=1.C1C=CC(/C=C/C(/C=C/C2C=CC=CC=2)=O)=CC=1.C1C=CC(/C=C/C(/C=C/C2C=CC=CC=2)=O)=CC=1.[Pd].[Pd].[C-]#N.[Zn+2].[C-]#N. The product is [C:46]([C:2]1[CH:40]=[CH:39][C:5]([C:6]([NH:8][C:9]2[N:10]=[C:11]3[CH:16]=[CH:15][C:14]([O:17][C:18]4[CH:23]=[CH:22][CH:21]=[C:20]([NH:24][C:25](=[O:37])[C:26]5[CH:31]=[CH:30][CH:29]=[C:28]([C:32]6([C:35]#[N:36])[CH2:34][CH2:33]6)[CH:27]=5)[CH:19]=4)=[N:13][N:12]3[CH:38]=2)=[O:7])=[CH:4][N:3]=1)#[N:47]. The yield is 0.470. (2) The reactants are BrC1C(C)=[CH:8][C:7]([CH3:11])=[C:6]([CH3:12])[C:3]=1[CH:4]=[O:5].C([Sn]([CH2:24][CH2:25][CH2:26][CH3:27])([CH2:24][CH2:25][CH2:26][CH3:27])[CH2:24][CH2:25][CH2:26][CH3:27])=C.[C:28]1(C)C=CC=CC=1. No catalyst specified. The product is [CH3:12][C:6]1[C:7]([CH3:11])=[CH:8][C:24]([CH3:28])=[C:25]([CH:26]=[CH2:27])[C:3]=1[CH:4]=[O:5]. The yield is 0.730. (3) The reactants are Cl[CH2:2][C:3]1[C:4]([S:9][CH:10]2[CH2:14][CH2:13][CH2:12][CH2:11]2)=[N:5][CH:6]=[CH:7][CH:8]=1.C([O:17][C:18](=[O:30])[CH2:19][CH2:20][C:21]1[CH:26]=[CH:25][C:24]([OH:27])=[C:23]([O:28][CH3:29])[CH:22]=1)C. No catalyst specified. The product is [CH:10]1([S:9][C:4]2[C:3]([CH2:2][O:27][C:24]3[CH:25]=[CH:26][C:21]([CH2:20][CH2:19][C:18]([OH:30])=[O:17])=[CH:22][C:23]=3[O:28][CH3:29])=[CH:8][CH:7]=[CH:6][N:5]=2)[CH2:14][CH2:13][CH2:12][CH2:11]1. The yield is 0.640. (4) The reactants are [H-].[Na+].[CH2:3]1COCC1.[NH:8]1[C:16]2[C:11](=[CH:12][CH:13]=[CH:14][CH:15]=2)[C:10]([CH:17]2[CH2:22][CH2:21][N:20]([CH2:23][CH2:24][N:25]3[C:30](=[O:31])[C:29]4[CH:32]=[CH:33][CH:34]=[CH:35][C:28]=4[N:27]=[N:26]3)[CH2:19][CH2:18]2)=[CH:9]1.IC. The catalyst is O. The product is [CH3:3][N:8]1[C:16]2[C:11](=[CH:12][CH:13]=[CH:14][CH:15]=2)[C:10]([CH:17]2[CH2:22][CH2:21][N:20]([CH2:23][CH2:24][N:25]3[C:30](=[O:31])[C:29]4[CH:32]=[CH:33][CH:34]=[CH:35][C:28]=4[N:27]=[N:26]3)[CH2:19][CH2:18]2)=[CH:9]1. The yield is 0.410. (5) The yield is 0.500. The reactants are [CH:1]([CH:3]=[O:4])=[O:2].[CH3:5][C:6]([CH3:11])([CH2:9]O)[CH2:7][OH:8].C1(C)C=CC(S(O)(=O)=O)=CC=1.[O-]S([O-])(=O)=O.[Na+].[Na+].C([O-])(O)=O.[Na+]. The catalyst is C1C=CC=CC=1. The product is [CH:1]([CH:3]1[O:8][CH2:7][C:6]([CH3:11])([CH3:9])[CH2:5][O:4]1)=[O:2]. (6) The reactants are [CH3:1][CH2:2][CH2:3][CH2:4][CH2:5][C@H:6]([OH:28])[CH2:7][CH2:8][C@@H:9]1[C@H:13]2[CH2:14][C:15]3[CH:21]=[CH:20][CH:19]=[C:18]([O:22][CH2:23][C:24]([OH:26])=[O:25])[C:16]=3[CH2:17][C@H:12]2[CH2:11][C@H:10]1[OH:27].C(NCCO)CO.O.Cl. The catalyst is C(OCC)(=O)C. The product is [CH3:1][CH2:2][CH2:3][CH2:4][CH2:5][C@H:6]([OH:28])[CH2:7][CH2:8][C@H:9]1[C@H:10]([OH:27])[CH2:11][C@H:12]2[C@@H:13]1[CH2:14][C:15]1[C:16]([CH2:17]2)=[C:18]([O:22][CH2:23][C:24]([OH:26])=[O:25])[CH:19]=[CH:20][CH:21]=1. The yield is 0.914. (7) The reactants are [NH2:1][C:2]1[C:3]([C:16]([O:18]C)=O)=[N:4][C:5]([C:8]2[CH:13]=[C:12]([Br:14])[CH:11]=[CH:10][C:9]=2[F:15])=[CH:6][N:7]=1.[NH3:20]. No catalyst specified. The product is [NH2:1][C:2]1[C:3]([C:16]([NH2:20])=[O:18])=[N:4][C:5]([C:8]2[CH:13]=[C:12]([Br:14])[CH:11]=[CH:10][C:9]=2[F:15])=[CH:6][N:7]=1. The yield is 0.630.